Dataset: Reaction yield outcomes from USPTO patents with 853,638 reactions. Task: Predict the reaction yield, written as a fraction of the theoretical maximum amount of product (1.0 means a 100% yield; for example, 0.34 means a 34% yield). (1) The reactants are [CH:1]1([S:4]([C:6]2[CH:11]=[CH:10][C:9]([N+:12]([O-:14])=[O:13])=[CH:8][CH:7]=2)=[O:5])[CH2:3][CH2:2]1.[F:15][C:16]([F:21])([F:20])[C:17]([NH2:19])=[O:18].C(O)(=O)C.C(O)(=O)C.IC1C=CC=CC=1.[O-2].[Mg+2]. The catalyst is C(Cl)Cl.CC([O-])=O.CC([O-])=O.CC([O-])=O.CC([O-])=O.[Rh+2].[Rh+2]. The product is [CH:1]1([S:4]([C:6]2[CH:11]=[CH:10][C:9]([N+:12]([O-:14])=[O:13])=[CH:8][CH:7]=2)(=[N:19][C:17](=[O:18])[C:16]([F:21])([F:20])[F:15])=[O:5])[CH2:3][CH2:2]1. The yield is 0.780. (2) The reactants are B(Cl)(Cl)Cl.CN1C2[C:9](=[CH:10][CH:11]=CC=2)[CH:8]=[C:7]1[Si:15]([CH2:20][CH3:21])([CH2:18][CH3:19])[CH2:16][CH3:17].I[C:23]1[CH:28]=[CH:27][C:26](OC)=[CH:25][CH:24]=1.[C:31]([O-:34])([O-])=O.[Na+].[Na+]. The catalyst is C(Cl)Cl.C1C=CC([P]([Pd]([P](C2C=CC=CC=2)(C2C=CC=CC=2)C2C=CC=CC=2)([P](C2C=CC=CC=2)(C2C=CC=CC=2)C2C=CC=CC=2)[P](C2C=CC=CC=2)(C2C=CC=CC=2)C2C=CC=CC=2)(C2C=CC=CC=2)C2C=CC=CC=2)=CC=1.O.COCCOC. The product is [CH2:18]([Si:15]([CH2:16][CH3:17])([CH2:20][CH3:21])[C:7]1[CH:8]=[CH:9][CH:10]=[C:11]([C:23]2[CH:28]=[CH:27][CH:26]=[CH:25][CH:24]=2)[C:31]=1[OH:34])[CH3:19]. The yield is 0.760. (3) The reactants are [CH3:1][C:2]1[CH:19]=[CH:18][C:5]([C:6]([C:8]2[CH:13]=[CH:12][C:11]([N+:14]([O-:16])=[O:15])=[C:10]([F:17])[CH:9]=2)=[O:7])=[CH:4][CH:3]=1.[Br:20]N1C(=O)CCC1=O.C(OOC(=O)C1C=CC=CC=1)(=O)C1C=CC=CC=1. The catalyst is C(Cl)(Cl)(Cl)Cl. The product is [Br:20][CH2:1][C:2]1[CH:3]=[CH:4][C:5]([C:6]([C:8]2[CH:13]=[CH:12][C:11]([N+:14]([O-:16])=[O:15])=[C:10]([F:17])[CH:9]=2)=[O:7])=[CH:18][CH:19]=1. The yield is 0.580. (4) The reactants are B(Br)(Br)Br.[Br:5][C:6]1[CH:29]=[C:28]([O:30]C)[C:27]([O:32]C)=[CH:26][C:7]=1[CH:8]=[C:9]1[C:13](=[O:14])[N:12]([C:15]2[CH:20]=[C:19]([Cl:21])[CH:18]=[C:17]([Cl:22])[CH:16]=2)[N:11]=[C:10]1[CH:23]([CH3:25])[CH3:24].O. The catalyst is ClCCl. The product is [Br:5][C:6]1[CH:29]=[C:28]([OH:30])[C:27]([OH:32])=[CH:26][C:7]=1[CH:8]=[C:9]1[C:13](=[O:14])[N:12]([C:15]2[CH:16]=[C:17]([Cl:22])[CH:18]=[C:19]([Cl:21])[CH:20]=2)[N:11]=[C:10]1[CH:23]([CH3:25])[CH3:24]. The yield is 0.744. (5) The reactants are [CH3:1][O:2][C:3]1[CH:4]=[C:5]([C:31]([N:33]2[CH2:36][CH:35]([O:37][CH3:38])[CH2:34]2)=[O:32])[CH:6]=[CH:7][C:8]=1[NH:9][C:10]1[N:11]=[CH:12][C:13]2[C:18]([CH:19]=1)=[C:17]([C:20]1[CH:21]=[N:22][N:23]([CH:25]3[CH2:30][CH2:29][NH:28][CH2:27][CH2:26]3)[CH:24]=1)[CH:16]=[CH:15][CH:14]=2.[C:39](O)(=O)C.C=O.C(O[BH-](OC(=O)C)OC(=O)C)(=O)C.[Na+]. The catalyst is C(Cl)Cl.CO. The yield is 0.920. The product is [CH3:1][O:2][C:3]1[CH:4]=[C:5]([C:31]([N:33]2[CH2:34][CH:35]([O:37][CH3:38])[CH2:36]2)=[O:32])[CH:6]=[CH:7][C:8]=1[NH:9][C:10]1[N:11]=[CH:12][C:13]2[C:18]([CH:19]=1)=[C:17]([C:20]1[CH:21]=[N:22][N:23]([CH:25]3[CH2:26][CH2:27][N:28]([CH3:39])[CH2:29][CH2:30]3)[CH:24]=1)[CH:16]=[CH:15][CH:14]=2. (6) The reactants are Cl.C([O:4][CH2:5][CH2:6][O:7][NH:8][C:9]([C:11]1[C:16]([NH:17][C:18]2[CH:23]=[CH:22][C:21]([Br:24])=[CH:20][C:19]=2[F:25])=[CH:15][C:14](=[O:26])[N:13]([CH3:27])[CH:12]=1)=[O:10])=C.CCO.[OH-].[Na+]. The catalyst is CCOC(C)=O.C1COCC1. The product is [OH:4][CH2:5][CH2:6][O:7][NH:8][C:9]([C:11]1[C:16]([NH:17][C:18]2[CH:23]=[CH:22][C:21]([Br:24])=[CH:20][C:19]=2[F:25])=[CH:15][C:14](=[O:26])[N:13]([CH3:27])[CH:12]=1)=[O:10]. The yield is 0.760. (7) The catalyst is C1(C)C=CC=CC=1. The reactants are [OH:1][C:2]1[C:10]2[N:9]=[C:8]([CH3:11])[N:7]([S:12]([C:15]3[CH:20]=[CH:19][C:18]([CH3:21])=[CH:17][CH:16]=3)(=[O:14])=[O:13])[C:6]=2[CH:5]=[C:4]([C:22]([N:24]([CH3:26])[CH3:25])=[O:23])[CH:3]=1.[F:27][C:28]1[CH:37]=[C:36]([F:38])[CH:35]=[C:34]2[C:29]=1[CH:30](O)[CH2:31][CH2:32][O:33]2.C(P(CCCC)CCCC)CCC.N(C(N1CCCCC1)=O)=NC(N1CCCCC1)=O. The yield is 0.750. The product is [F:27][C:28]1[CH:37]=[C:36]([F:38])[CH:35]=[C:34]2[C:29]=1[C@@H:30]([O:1][C:2]1[C:10]3[N:9]=[C:8]([CH3:11])[N:7]([S:12]([C:15]4[CH:16]=[CH:17][C:18]([CH3:21])=[CH:19][CH:20]=4)(=[O:14])=[O:13])[C:6]=3[CH:5]=[C:4]([C:22]([N:24]([CH3:26])[CH3:25])=[O:23])[CH:3]=1)[CH2:31][CH2:32][O:33]2. (8) The reactants are [CH:1]([N:4]1[CH2:9][CH2:8][CH:7]([O:10][C:11]2[CH:12]=[C:13]3[C:17](=[CH:18][CH:19]=2)[N:16]([CH2:20][C:21]([F:24])([F:23])[F:22])[C:15]([C:25]([OH:27])=O)=[CH:14]3)[CH2:6][CH2:5]1)([CH3:3])[CH3:2].[Cl-].[Li+].[NH:30]1[CH2:35][CH2:34][S:33](=[O:37])(=[O:36])[CH2:32][CH2:31]1.C(N(C(C)C)CC)(C)C. The catalyst is CN(C)C=O. The product is [O:36]=[S:33]1(=[O:37])[CH2:34][CH2:35][N:30]([C:25]([C:15]2[N:16]([CH2:20][C:21]([F:22])([F:24])[F:23])[C:17]3[C:13]([CH:14]=2)=[CH:12][C:11]([O:10][CH:7]2[CH2:8][CH2:9][N:4]([CH:1]([CH3:3])[CH3:2])[CH2:5][CH2:6]2)=[CH:19][CH:18]=3)=[O:27])[CH2:31][CH2:32]1. The yield is 0.660. (9) The reactants are C([Li])CCC.[CH3:6][N:7]1[CH:11]=[CH:10][N:9]=[CH:8]1.[Cl:12][Si](CC)(CC)CC.[Cl:20][C:21]1[CH:22]=[C:23]([N:36]2[C:41](=[O:42])[NH:40][C:39](=[O:43])[CH:38]=[N:37]2)[CH:24]=[CH:25][C:26]=1[C:27](=[O:35])[C:28]1[CH:33]=[CH:32][C:31](Cl)=[CH:30][CH:29]=1.[NH4+].[Cl-]. The catalyst is C1COCC1. The product is [OH2:35].[Cl:20][C:21]1[CH:22]=[C:23]([N:36]2[C:41](=[O:42])[NH:40][C:39](=[O:43])[CH:38]=[N:37]2)[CH:24]=[CH:25][C:26]=1[C:27]([C:28]1[CH:33]=[CH:32][CH:31]=[CH:30][C:29]=1[Cl:12])([OH:35])[C:11]1[N:7]([CH3:6])[CH:8]=[N:9][CH:10]=1. The yield is 0.130. (10) The catalyst is CN(C)C=O.O. The reactants are Cl.[CH3:2][N:3]([CH3:20])[C:4]1([C:14]2[CH:19]=[CH:18][CH:17]=[CH:16][CH:15]=2)[CH2:9][CH2:8][C:7](=[CH:10][C:11]([OH:13])=O)[CH2:6][CH2:5]1.C1(N=[C:28]=[N:29][CH:30]2[CH2:35][CH2:34][CH2:33][CH2:32][CH2:31]2)CCCCC1.[OH-].[Na+]. The product is [CH3:20][N:3]([CH3:2])[C:4]1([C:14]2[CH:19]=[CH:18][CH:17]=[CH:16][CH:15]=2)[CH2:5][CH2:6][C:7](=[CH:10][C:11]([NH:3][CH2:4][CH2:14][CH2:15][CH2:16][CH2:17][CH2:18][C:19]2[C:31]3[C:30](=[CH:35][CH:34]=[CH:33][CH:32]=3)[NH:29][CH:28]=2)=[O:13])[CH2:8][CH2:9]1. The yield is 0.0800.